From a dataset of Full USPTO retrosynthesis dataset with 1.9M reactions from patents (1976-2016). Predict the reactants needed to synthesize the given product. The reactants are: [NH:1]1[C:9]2[C:4](=[CH:5][CH:6]=[CH:7][CH:8]=2)[CH:3]=[C:2]1[C:10]([NH:12][C:13]1[CH:18]=[CH:17][C:16]([CH2:19][C:20]([O:22]C(C)(C)C)=[O:21])=[CH:15][C:14]=1[O:27][CH3:28])=[O:11].C(O)(C(F)(F)F)=O. Given the product [NH:1]1[C:9]2[C:4](=[CH:5][CH:6]=[CH:7][CH:8]=2)[CH:3]=[C:2]1[C:10]([NH:12][C:13]1[CH:18]=[CH:17][C:16]([CH2:19][C:20]([OH:22])=[O:21])=[CH:15][C:14]=1[O:27][CH3:28])=[O:11], predict the reactants needed to synthesize it.